Dataset: Reaction yield outcomes from USPTO patents with 853,638 reactions. Task: Predict the reaction yield, written as a fraction of the theoretical maximum amount of product (1.0 means a 100% yield; for example, 0.34 means a 34% yield). (1) The reactants are N[C:2]1[C:10]([Cl:11])=[CH:9][C:8]([O:12][C:13]([F:16])([F:15])[F:14])=[CH:7][C:3]=1[C:4]([OH:6])=[O:5].Cl.N([O-])=O.[Na+].[PH2](O)=O. The product is [Cl:11][C:10]1[CH:2]=[C:3]([CH:7]=[C:8]([O:12][C:13]([F:14])([F:15])[F:16])[CH:9]=1)[C:4]([OH:6])=[O:5]. The yield is 0.460. The catalyst is O1CCOCC1.O. (2) The reactants are [C:9](O[C:9]([O:11][C:12]([CH3:15])([CH3:14])[CH3:13])=[O:10])([O:11][C:12]([CH3:15])([CH3:14])[CH3:13])=[O:10].[NH2:16][C:17]1[C:25]2[C:24]([C:26]#[N:27])=[CH:23][CH:22]=[CH:21][C:20]=2[NH:19][N:18]=1.C(N(CC)CC)C. The catalyst is ClCCl.CN(C)C1C=CN=CC=1.C(#N)C. The product is [NH2:16][C:17]1[C:25]2[C:20](=[CH:21][CH:22]=[CH:23][C:24]=2[C:26]#[N:27])[N:19]([C:9]([O:11][C:12]([CH3:13])([CH3:14])[CH3:15])=[O:10])[N:18]=1. The yield is 0.560. (3) The catalyst is C(OCC)(=O)C. The reactants are [CH3:1][O:2][C:3]1[CH:4]=[CH:5][C:6]2[NH:11][CH2:10][C:9](=[O:12])[NH:8][C:7]=2[N:13]=1.C(=O)(O)[O-].[Na+].Cl[C:20]([O:22][CH2:23][C:24]1[CH:29]=[CH:28][CH:27]=[CH:26][CH:25]=1)=[O:21]. The yield is 0.990. The product is [CH3:1][O:2][C:3]1[CH:4]=[CH:5][C:6]2[N:11]([C:20]([O:22][CH2:23][C:24]3[CH:29]=[CH:28][CH:27]=[CH:26][CH:25]=3)=[O:21])[CH2:10][C:9](=[O:12])[NH:8][C:7]=2[N:13]=1. (4) The reactants are [OH:1][C:2]1[CH:3]=[C:4]([C:8]2[N:9]=[N:10][N:11]([CH2:13][C:14]([O:16]CC)=[O:15])[CH:12]=2)[CH:5]=[CH:6][CH:7]=1.[OH-].[Na+]. The catalyst is CO.O. The product is [OH2:1].[OH:1][C:2]1[CH:3]=[C:4]([C:8]2[N:9]=[N:10][N:11]([CH2:13][C:14]([OH:16])=[O:15])[CH:12]=2)[CH:5]=[CH:6][CH:7]=1. The yield is 0.990. (5) The reactants are [C:1]([NH:4][C@@H:5]1[CH2:10][CH2:9][CH2:8][C@H:7]([C:11]([O:13]C)=O)[CH2:6]1)(=[O:3])[CH3:2].[NH3:15]. No catalyst specified. The product is [C:1]([NH:4][C@@H:5]1[CH2:10][CH2:9][CH2:8][C@H:7]([C:11]([NH2:15])=[O:13])[CH2:6]1)(=[O:3])[CH3:2]. The yield is 0.571. (6) The reactants are Br[C:2]1[N:3]=[CH:4][C:5]2[N:6]=[C:7]3[O:13][CH2:12][C:11]([CH3:15])([CH3:14])[N:8]3[C:9]=2[CH:10]=1.[CH:16]1([S:19]([N:22]2[CH:26]=[C:25]([C:27]3[N:32]=[C:31]([NH2:33])[CH:30]=[CH:29][N:28]=3)[CH:24]=[N:23]2)(=[O:21])=[O:20])[CH2:18][CH2:17]1.C1(P(C2C=CC=CC=2)C2C3OC4C(=CC=CC=4P(C4C=CC=CC=4)C4C=CC=CC=4)C(C)(C)C=3C=CC=2)C=CC=CC=1.C(=O)([O-])[O-].[Cs+].[Cs+]. The catalyst is C1C=CC(/C=C/C(/C=C/C2C=CC=CC=2)=O)=CC=1.C1C=CC(/C=C/C(/C=C/C2C=CC=CC=2)=O)=CC=1.C1C=CC(/C=C/C(/C=C/C2C=CC=CC=2)=O)=CC=1.[Pd].[Pd].O1CCOCC1. The product is [CH:16]1([S:19]([N:22]2[CH:26]=[C:25]([C:27]3[N:32]=[C:31]([NH:33][C:2]4[N:3]=[CH:4][C:5]5[N:6]=[C:7]6[O:13][CH2:12][C:11]([CH3:15])([CH3:14])[N:8]6[C:9]=5[CH:10]=4)[CH:30]=[CH:29][N:28]=3)[CH:24]=[N:23]2)(=[O:20])=[O:21])[CH2:18][CH2:17]1. The yield is 0.170. (7) The reactants are C([O:4][C:5]1[CH:10]=[CH:9][C:8]([C:11]2[NH:12][C:13]3[C:18]([C:19]=2[C:20]2[CH:25]=[CH:24][C:23]([S:26]([CH3:29])(=[O:28])=[O:27])=[CH:22][CH:21]=2)=[CH:17][C:16]([Cl:30])=[CH:15][CH:14]=3)=[CH:7][CH:6]=1)(=O)C.[OH-].[Na+]. The catalyst is C1COCC1.C(O)C. The product is [OH:4][C:5]1[CH:10]=[CH:9][C:8]([C:11]2[NH:12][C:13]3[C:18]([C:19]=2[C:20]2[CH:25]=[CH:24][C:23]([S:26]([CH3:29])(=[O:27])=[O:28])=[CH:22][CH:21]=2)=[CH:17][C:16]([Cl:30])=[CH:15][CH:14]=3)=[CH:7][CH:6]=1. The yield is 0.907. (8) The reactants are [CH3:1][C:2]1[C:11]2[CH:10]=[N:9][C:8]([NH:12][C@@H:13]3[CH2:18][CH2:17][CH2:16][CH2:15][C@@H:14]3[NH2:19])=[N:7][C:6]=2[C:5]([C:20]2[C:28]3[C:23](=[CH:24][C:25]([C:29]([F:32])([F:31])[F:30])=[CH:26][CH:27]=3)[N:22]([S:33]([C:36]3[CH:41]=[CH:40][C:39]([CH3:42])=[CH:38][CH:37]=3)(=[O:35])=[O:34])[CH:21]=2)=[CH:4][N:3]=1.[C:43]([O:47][C:48](O[C:48]([O:47][C:43]([CH3:46])([CH3:45])[CH3:44])=[O:49])=[O:49])([CH3:46])([CH3:45])[CH3:44]. The catalyst is CN(C1C=CN=CC=1)C.O1CCCC1. The product is [C:43]([O:47][C:48](=[O:49])[NH:19][C@@H:14]1[CH2:15][CH2:16][CH2:17][CH2:18][C@@H:13]1[NH:12][C:8]1[N:9]=[CH:10][C:11]2[C:2]([CH3:1])=[N:3][CH:4]=[C:5]([C:20]3[C:28]4[C:23](=[CH:24][C:25]([C:29]([F:30])([F:32])[F:31])=[CH:26][CH:27]=4)[N:22]([S:33]([C:36]4[CH:37]=[CH:38][C:39]([CH3:42])=[CH:40][CH:41]=4)(=[O:34])=[O:35])[CH:21]=3)[C:6]=2[N:7]=1)([CH3:46])([CH3:45])[CH3:44]. The yield is 0.260. (9) The reactants are [Li+].[OH-].[Cl:3][C:4]1[CH:8]=[C:7]([C:9]([NH:11][CH:12]2[CH2:14][CH2:13]2)=[O:10])[NH:6][C:5]=1[C:15]([O:17]C)=[O:16]. The yield is 0.770. The product is [Cl:3][C:4]1[CH:8]=[C:7]([C:9]([NH:11][CH:12]2[CH2:13][CH2:14]2)=[O:10])[NH:6][C:5]=1[C:15]([OH:17])=[O:16]. The catalyst is C1COCC1.CO. (10) The reactants are [CH3:1][O:2][CH2:3][C:4](=[O:24])[C:5](=[N:10][NH:11][C:12]1[C:22]([F:23])=[CH:21][C:15]2[O:16][C:17]([F:20])([F:19])[O:18][C:14]=2[CH:13]=1)[C:6]([O:8][CH3:9])=[O:7].[CH3:25]OC(OC)N(C)C. No catalyst specified. The product is [CH3:1][O:2][C:3]1[C:4](=[O:24])[C:5]([C:6]([O:8][CH3:9])=[O:7])=[N:10][N:11]([C:12]2[C:22]([F:23])=[CH:21][C:15]3[O:16][C:17]([F:20])([F:19])[O:18][C:14]=3[CH:13]=2)[CH:25]=1. The yield is 0.240.